Dataset: Forward reaction prediction with 1.9M reactions from USPTO patents (1976-2016). Task: Predict the product of the given reaction. (1) Given the reactants [Na+].[I-].[Cl:3][C:4]1[N:9]=[CH:8][C:7]2[C:10]([C:32]([CH3:34])=[CH2:33])=[N:11][N:12]([C:13]([C:26]3[CH:31]=[CH:30][CH:29]=[CH:28][CH:27]=3)([C:20]3[CH:25]=[CH:24][CH:23]=[CH:22][CH:21]=3)[C:14]3[CH:19]=[CH:18][CH:17]=[CH:16][CH:15]=3)[C:6]=2[CH:5]=1.[F:35][C:36]([Si](C)(C)C)([F:38])F, predict the reaction product. The product is: [Cl:3][C:4]1[N:9]=[CH:8][C:7]2[C:10]([C:32]3([CH3:34])[CH2:33][C:36]3([F:38])[F:35])=[N:11][N:12]([C:13]([C:14]3[CH:15]=[CH:16][CH:17]=[CH:18][CH:19]=3)([C:20]3[CH:21]=[CH:22][CH:23]=[CH:24][CH:25]=3)[C:26]3[CH:31]=[CH:30][CH:29]=[CH:28][CH:27]=3)[C:6]=2[CH:5]=1. (2) Given the reactants CN(CCN(C)C)C.[CH2:9]=[CH:10][C:11]1[CH:16]=[CH:15][CH:14]=[CH:13][CH:12]=1.C([Li])CCC.[CH2:22]=[CH:23][C:24](=[CH2:26])[CH3:25].C[Si](C)(Cl)Cl, predict the reaction product. The product is: [CH2:9]=[CH:10][C:11]1[CH:16]=[CH:15][CH:14]=[CH:13][CH:12]=1.[CH2:22]=[CH:23][C:24](=[CH2:25])[CH3:26].[CH2:9]=[CH:10][C:11]1[CH:16]=[CH:15][CH:14]=[CH:13][CH:12]=1. (3) Given the reactants Cl[C:2]1[CH:10]=[C:9]2[C:5]([C:6]([CH2:26][CH2:27][CH2:28][O:29][C:30]3[CH:35]=[C:34]([CH3:36])[C:33]([Cl:37])=[C:32]([CH3:38])[CH:31]=3)=[C:7]([C:11]([NH:13][S:14]([C:17]3[O:21][C:20]([C:22](OC)=[O:23])=[CH:19][CH:18]=3)(=[O:16])=[O:15])=[O:12])[NH:8]2)=[CH:4][CH:3]=1.[BH4-].[Li+].[ClH:41], predict the reaction product. The product is: [Cl:41][N:8]1[C:9]2[C:5](=[CH:4][CH:3]=[CH:2][CH:10]=2)[C:6]([CH2:26][CH2:27][CH2:28][O:29][C:30]2[CH:35]=[C:34]([CH3:36])[C:33]([Cl:37])=[C:32]([CH3:38])[CH:31]=2)=[C:7]1[C:11]([NH:13][S:14]([C:17]1[O:21][C:20]([CH2:22][OH:23])=[CH:19][CH:18]=1)(=[O:15])=[O:16])=[O:12]. (4) Given the reactants I[C:2]1[CH:7]=[C:6]([C:8]2[CH:13]=[CH:12][C:11]([C:14]([F:17])([F:16])[F:15])=[CH:10][CH:9]=2)[CH:5]=[C:4]([CH3:18])[N:3]=1.Br[C:20]1[S:21][CH:22]=[C:23]([Br:25])[N:24]=1, predict the reaction product. The product is: [Br:25][C:23]1[N:24]=[C:20]([C:2]2[CH:7]=[C:6]([C:8]3[CH:13]=[CH:12][C:11]([C:14]([F:17])([F:16])[F:15])=[CH:10][CH:9]=3)[CH:5]=[C:4]([CH3:18])[N:3]=2)[S:21][CH:22]=1. (5) Given the reactants Cl[C:2]1[NH:3][C:4](=[O:19])[C:5]2[CH:10]=[CH:9][N:8]([CH2:11][O:12][CH2:13][CH2:14][Si:15]([CH3:18])([CH3:17])[CH3:16])[C:6]=2[N:7]=1.C(O)C.[F:23][C:24]1[CH:29]=[CH:28][CH:27]=[CH:26][C:25]=1[N:30]1[CH2:35][CH2:34][NH:33][CH2:32][CH2:31]1, predict the reaction product. The product is: [F:23][C:24]1[CH:29]=[CH:28][CH:27]=[CH:26][C:25]=1[N:30]1[CH2:35][CH2:34][N:33]([C:2]2[NH:3][C:4](=[O:19])[C:5]3[CH:10]=[CH:9][N:8]([CH2:11][O:12][CH2:13][CH2:14][Si:15]([CH3:18])([CH3:17])[CH3:16])[C:6]=3[N:7]=2)[CH2:32][CH2:31]1. (6) The product is: [F:17][C:18]1[CH:19]=[C:20]([CH:21]=[CH:22][CH:23]=1)[O:24][CH2:2][C:3]1[CH:10]=[CH:9][C:6]([C:7]#[N:8])=[CH:5][CH:4]=1. Given the reactants Br[CH2:2][C:3]1[CH:10]=[CH:9][C:6]([C:7]#[N:8])=[CH:5][CH:4]=1.C([O-])([O-])=O.[K+].[K+].[F:17][C:18]1[CH:19]=[C:20]([OH:24])[CH:21]=[CH:22][CH:23]=1, predict the reaction product. (7) Given the reactants Cl.[C:2]1([C:8]2([CH2:13][C:14]([NH2:16])=[NH:15])[CH2:12][CH2:11][CH2:10][CH2:9]2)[CH:7]=[CH:6][CH:5]=[CH:4][CH:3]=1.[C:17]([O:21][C:22](=[O:37])/[C:23](/O)=[C:24](\[O:28][CH2:29][C:30]1[CH:35]=[CH:34][CH:33]=[CH:32][CH:31]=1)/[C:25](O)=[O:26])([CH3:20])([CH3:19])[CH3:18].C[O-].[Na+], predict the reaction product. The product is: [C:17]([O:21][C:22]([C:23]1[C:24]([O:28][CH2:29][C:30]2[CH:35]=[CH:34][CH:33]=[CH:32][CH:31]=2)=[C:25]([OH:26])[N:16]=[C:14]([CH2:13][C:8]2([C:2]3[CH:7]=[CH:6][CH:5]=[CH:4][CH:3]=3)[CH2:12][CH2:11][CH2:10][CH2:9]2)[N:15]=1)=[O:37])([CH3:20])([CH3:18])[CH3:19]. (8) Given the reactants [Cl:1][C:2]1[CH:3]=[C:4]2[C:9](=[CH:10][C:11]=1[O:12][C:13]1[CH:18]=[CH:17][C:16]([C:19](=[O:32])[NH:20][CH2:21][CH2:22][C:23]3[CH:28]=[CH:27][C:26]([Cl:29])=[CH:25][C:24]=3[O:30][CH3:31])=[CH:15][CH:14]=1)[O:8][CH2:7][CH2:6][CH:5]2[C:33]([O:35]CC)=[O:34].[OH-].[Na+], predict the reaction product. The product is: [Cl:1][C:2]1[CH:3]=[C:4]2[C:9](=[CH:10][C:11]=1[O:12][C:13]1[CH:18]=[CH:17][C:16]([C:19](=[O:32])[NH:20][CH2:21][CH2:22][C:23]3[CH:28]=[CH:27][C:26]([Cl:29])=[CH:25][C:24]=3[O:30][CH3:31])=[CH:15][CH:14]=1)[O:8][CH2:7][CH2:6][CH:5]2[C:33]([OH:35])=[O:34]. (9) Given the reactants [CH3:1][O:2][C:3](=[O:15])[C:4]1[CH:9]=[C:8](I)[CH:7]=[CH:6][C:5]=1[O:11][CH:12]([CH3:14])[CH3:13].[C:16]([C:18]1[CH:23]=[CH:22][CH:21]=[CH:20][CH:19]=1)#[CH:17], predict the reaction product. The product is: [CH3:1][O:2][C:3](=[O:15])[C:4]1[CH:9]=[C:8]([C:17]#[C:16][C:18]2[CH:23]=[CH:22][CH:21]=[CH:20][CH:19]=2)[CH:7]=[CH:6][C:5]=1[O:11][CH:12]([CH3:14])[CH3:13]. (10) Given the reactants Br[CH2:2][C:3]1[CH:10]=[CH:9][C:6]([C:7]#[N:8])=[CH:5][CH:4]=1.[CH3:11][O-:12].[Na+], predict the reaction product. The product is: [CH3:11][O:12][CH2:2][C:3]1[CH:10]=[CH:9][C:6]([C:7]#[N:8])=[CH:5][CH:4]=1.